The task is: Regression. Given a peptide amino acid sequence and an MHC pseudo amino acid sequence, predict their binding affinity value. This is MHC class I binding data.. This data is from Peptide-MHC class I binding affinity with 185,985 pairs from IEDB/IMGT. (1) The binding affinity (normalized) is 0.491. The MHC is H-2-Ld with pseudo-sequence H-2-Ld. The peptide sequence is HPAAMPHLL. (2) The peptide sequence is YVRGYLRGY. The MHC is HLA-A80:01 with pseudo-sequence HLA-A80:01. The binding affinity (normalized) is 0.341. (3) The peptide sequence is SYISSAESL. The MHC is H-2-Dd with pseudo-sequence H-2-Dd. The binding affinity (normalized) is 0. (4) The peptide sequence is APRALLLLL. The MHC is HLA-A03:01 with pseudo-sequence HLA-A03:01. The binding affinity (normalized) is 0.0847. (5) The peptide sequence is YIYGIPLSL. The MHC is HLA-C15:02 with pseudo-sequence HLA-C15:02. The binding affinity (normalized) is 0.714. (6) The peptide sequence is TSKLNHHFP. The MHC is HLA-B46:01 with pseudo-sequence HLA-B46:01. The binding affinity (normalized) is 0.0847. (7) The binding affinity (normalized) is 0.0847. The peptide sequence is PRFGSCYFL. The MHC is HLA-A26:03 with pseudo-sequence HLA-A26:03. (8) The binding affinity (normalized) is 0.622. The MHC is HLA-B15:17 with pseudo-sequence HLA-B15:17. The peptide sequence is RAIMTTWTV. (9) The peptide sequence is WMYRQQNPI. The binding affinity (normalized) is 0.526. The MHC is HLA-A02:01 with pseudo-sequence HLA-A02:01.